Dataset: Forward reaction prediction with 1.9M reactions from USPTO patents (1976-2016). Task: Predict the product of the given reaction. Given the reactants [F:1][C:2]([F:45])([F:44])[C:3]1[CH:4]=[C:5]([CH:37]=[C:38]([C:40]([F:43])([F:42])[F:41])[CH:39]=1)[CH2:6][N:7]([C@H:14]1[CH2:20][CH2:19][CH2:18][N:17]([CH2:21][CH:22]2[CH2:27][CH2:26][NH:25][CH2:24][CH2:23]2)[C:16]2[CH:28]=[C:29]([C:33]([F:36])([F:35])[F:34])[C:30]([CH3:32])=[CH:31][C:15]1=2)[C:8]1[N:9]=[N:10][N:11]([CH3:13])[N:12]=1.[CH2:46]([O:48][C:49](=[O:52])[CH2:50]Br)[CH3:47].C(=O)([O-])[O-].[Cs+].[Cs+].O, predict the reaction product. The product is: [CH2:46]([O:48][C:49](=[O:52])[CH2:50][N:25]1[CH2:24][CH2:23][CH:22]([CH2:21][N:17]2[CH2:18][CH2:19][CH2:20][C@H:14]([N:7]([CH2:6][C:5]3[CH:4]=[C:3]([C:2]([F:1])([F:44])[F:45])[CH:39]=[C:38]([C:40]([F:41])([F:42])[F:43])[CH:37]=3)[C:8]3[N:9]=[N:10][N:11]([CH3:13])[N:12]=3)[C:15]3[CH:31]=[C:30]([CH3:32])[C:29]([C:33]([F:34])([F:35])[F:36])=[CH:28][C:16]2=3)[CH2:27][CH2:26]1)[CH3:47].